This data is from Peptide-MHC class II binding affinity with 134,281 pairs from IEDB. The task is: Regression. Given a peptide amino acid sequence and an MHC pseudo amino acid sequence, predict their binding affinity value. This is MHC class II binding data. (1) The peptide sequence is QGKTPITLVDICFWS. The MHC is DRB1_0101 with pseudo-sequence DRB1_0101. The binding affinity (normalized) is 0.376. (2) The peptide sequence is GELQSVDKIDAAFKI. The MHC is DRB5_0101 with pseudo-sequence DRB5_0101. The binding affinity (normalized) is 0.617. (3) The peptide sequence is KALWIIFSQNMNIKL. The MHC is HLA-DPA10201-DPB11401 with pseudo-sequence HLA-DPA10201-DPB11401. The binding affinity (normalized) is 0.687. (4) The peptide sequence is YQVTYIVRGSGRVQV. The MHC is DRB1_1302 with pseudo-sequence DRB1_1302. The binding affinity (normalized) is 0.732. (5) The peptide sequence is GAYLEEQEQWKTANE. The MHC is HLA-DQA10501-DQB10302 with pseudo-sequence HLA-DQA10501-DQB10302. The binding affinity (normalized) is 0.164. (6) The peptide sequence is VIPEGWKADTCYESK. The MHC is DRB5_0101 with pseudo-sequence DRB5_0101. The binding affinity (normalized) is 0.0271.